Dataset: Reaction yield outcomes from USPTO patents with 853,638 reactions. Task: Predict the reaction yield, written as a fraction of the theoretical maximum amount of product (1.0 means a 100% yield; for example, 0.34 means a 34% yield). (1) The reactants are [OH:1][C:2]1[CH:11]=[CH:10][C:5]2[N:6]=[C:7]([SH:9])[O:8][C:4]=2[CH:3]=1.[C:12](=O)(O)[O-].[Na+].S(OC)(OC)(=O)=O. The catalyst is O. The product is [OH:1][C:2]1[CH:11]=[CH:10][C:5]2[N:6]=[C:7]([S:9][CH3:12])[O:8][C:4]=2[CH:3]=1. The yield is 0.250. (2) The reactants are [Cl:1][C:2]1[C:3]([CH3:25])=[C:4](I)[C:5]([O:21][CH2:22][CH3:23])=[C:6]([CH:8]([N:10]2[C:14]3=[N:15][CH:16]=[N:17][C:18]([NH2:19])=[C:13]3[C:12]([CH3:20])=[N:11]2)[CH3:9])[CH:7]=1.C1(P(C2C=CC=CC=2)C2C=CC=CC=2)C=CC=CC=1.[C:45]([O:49][CH3:50])(=[O:48])[CH:46]=[CH2:47].C(N(CC)CC)C. The catalyst is C(#N)C.C([O-])(=O)C.[Pd+2].C([O-])(=O)C. The product is [NH2:19][C:18]1[N:17]=[CH:16][N:15]=[C:14]2[N:10]([CH:8]([C:6]3[C:5]([O:21][CH2:22][CH3:23])=[C:4](/[CH:47]=[CH:46]/[C:45]([O:49][CH3:50])=[O:48])[C:3]([CH3:25])=[C:2]([Cl:1])[CH:7]=3)[CH3:9])[N:11]=[C:12]([CH3:20])[C:13]=12. The yield is 0.720. (3) The reactants are [C:1]([S:5]([NH:7][C:8]1([CH:12]([CH2:16][CH3:17])[C:13]([OH:15])=[O:14])[CH2:11][O:10][CH2:9]1)=[O:6])([CH3:4])([CH3:3])[CH3:2].Br[CH2:19][C:20]([C:22]1[CH:27]=[CH:26][C:25]([O:28][C:29]([F:32])([F:31])[F:30])=[CH:24][CH:23]=1)=[O:21]. No catalyst specified. The product is [C:1]([S:5]([NH:7][C:8]1([CH:12]([CH2:16][CH3:17])[C:13]([O:15][CH2:19][C:20](=[O:21])[C:22]2[CH:27]=[CH:26][C:25]([O:28][C:29]([F:30])([F:31])[F:32])=[CH:24][CH:23]=2)=[O:14])[CH2:9][O:10][CH2:11]1)=[O:6])([CH3:4])([CH3:3])[CH3:2]. The yield is 0.730. (4) The reactants are [Br:1][C:2]1[CH:3]=[C:4]([NH:8][C:9]2[CH:17]=[CH:16][CH:15]=[CH:14][C:10]=2[C:11]([OH:13])=O)[CH:5]=[CH:6][CH:7]=1.[H-].[Na+].S(OC)(O[CH3:24])(=O)=O. The catalyst is S(=O)(=O)(O)O.CN(C=O)C.O.C(O)(=O)C. The product is [Br:1][C:2]1[C:3]2[C:11](=[O:13])[C:10]3[C:9](=[CH:17][CH:16]=[CH:15][CH:14]=3)[N:8]([CH3:24])[C:4]=2[CH:5]=[CH:6][CH:7]=1. The yield is 0.260. (5) The reactants are [C:1]([O:4][CH2:5][CH:6]([C:12]1[CH:17]=[CH:16][C:15]([NH:18][C:19]([C:21]2[N:22](COCC[Si](C)(C)C)[CH:23]=[C:24]([C:26]#[N:27])[N:25]=2)=[O:20])=[C:14]([C:36]2[CH2:41][CH2:40][CH2:39][CH2:38][CH:37]=2)[CH:13]=1)[CH2:7][O:8][C:9](=[O:11])[CH3:10])(=[O:3])[CH3:2].C(O)C.[C:45]([OH:51])([C:47]([F:50])([F:49])[F:48])=[O:46].CCOCC.CCCCCC. The catalyst is C(Cl)Cl. The product is [F:48][C:47]([F:50])([F:49])[C:45]([OH:51])=[O:46].[C:9]([O:8][CH2:7][CH:6]([C:12]1[CH:17]=[CH:16][C:15]([NH:18][C:19]([C:21]2[NH:22][CH:23]=[C:24]([C:26]#[N:27])[N:25]=2)=[O:20])=[C:14]([C:36]2[CH2:41][CH2:40][CH2:39][CH2:38][CH:37]=2)[CH:13]=1)[CH2:5][O:4][C:1](=[O:3])[CH3:2])(=[O:11])[CH3:10]. The yield is 0.570. (6) The reactants are [N+:1]([C:4]1[CH:5]=[C:6]2[C:12]([C:13]3[CH:18]=[CH:17][N:16]=[C:15]([NH2:19])[N:14]=3)=[CH:11][NH:10][C:7]2=[N:8][CH:9]=1)([O-])=O.CO. The catalyst is [Pd].CCO. The product is [NH2:19][C:15]1[N:14]=[C:13]([C:12]2[C:6]3[C:7](=[N:8][CH:9]=[C:4]([NH2:1])[CH:5]=3)[NH:10][CH:11]=2)[CH:18]=[CH:17][N:16]=1. The yield is 0.740. (7) The reactants are [CH3:1][N:2]1[CH2:7][CH2:6][CH:5]([C:8]2[C:16]3[C:11](=[CH:12][CH:13]=[C:14]([O:17][S:18]([C:21]4[CH:26]=[CH:25][C:24]([N+:27]([O-])=O)=[CH:23][CH:22]=4)(=[O:20])=[O:19])[CH:15]=3)[NH:10][CH:9]=2)[CH2:4][CH2:3]1. The catalyst is [Pd].C(O)C. The product is [CH3:1][N:2]1[CH2:3][CH2:4][CH:5]([C:8]2[C:16]3[C:11](=[CH:12][CH:13]=[C:14]([O:17][S:18]([C:21]4[CH:22]=[CH:23][C:24]([NH2:27])=[CH:25][CH:26]=4)(=[O:20])=[O:19])[CH:15]=3)[NH:10][CH:9]=2)[CH2:6][CH2:7]1. The yield is 0.780.